From a dataset of NCI-60 drug combinations with 297,098 pairs across 59 cell lines. Regression. Given two drug SMILES strings and cell line genomic features, predict the synergy score measuring deviation from expected non-interaction effect. (1) Drug 1: COC1=C2C(=CC3=C1OC=C3)C=CC(=O)O2. Drug 2: N.N.Cl[Pt+2]Cl. Cell line: SF-268. Synergy scores: CSS=52.9, Synergy_ZIP=2.26, Synergy_Bliss=0.863, Synergy_Loewe=-15.8, Synergy_HSA=-0.884. (2) Drug 1: CN(C)N=NC1=C(NC=N1)C(=O)N. Drug 2: C1=CC(=CC=C1C#N)C(C2=CC=C(C=C2)C#N)N3C=NC=N3. Cell line: NCIH23. Synergy scores: CSS=-0.0920, Synergy_ZIP=-1.45, Synergy_Bliss=-4.77, Synergy_Loewe=-4.90, Synergy_HSA=-4.62. (3) Drug 1: C1CC(C1)(C(=O)O)C(=O)O.[NH2-].[NH2-].[Pt+2]. Drug 2: C1=NC2=C(N1)C(=S)N=CN2. Cell line: DU-145. Synergy scores: CSS=35.4, Synergy_ZIP=-0.288, Synergy_Bliss=-0.907, Synergy_Loewe=-1.78, Synergy_HSA=0.642. (4) Drug 1: CC1=C2C(C(=O)C3(C(CC4C(C3C(C(C2(C)C)(CC1OC(=O)C(C(C5=CC=CC=C5)NC(=O)C6=CC=CC=C6)O)O)OC(=O)C7=CC=CC=C7)(CO4)OC(=O)C)O)C)OC(=O)C. Drug 2: CCC1(CC2CC(C3=C(CCN(C2)C1)C4=CC=CC=C4N3)(C5=C(C=C6C(=C5)C78CCN9C7C(C=CC9)(C(C(C8N6C)(C(=O)OC)O)OC(=O)C)CC)OC)C(=O)OC)O.OS(=O)(=O)O. Cell line: ACHN. Synergy scores: CSS=0.709, Synergy_ZIP=-1.84, Synergy_Bliss=-4.35, Synergy_Loewe=-2.39, Synergy_HSA=-3.40. (5) Drug 1: C1=NC2=C(N1)C(=S)N=CN2. Drug 2: CS(=O)(=O)OCCCCOS(=O)(=O)C. Cell line: A498. Synergy scores: CSS=5.34, Synergy_ZIP=-4.65, Synergy_Bliss=-3.37, Synergy_Loewe=-2.04, Synergy_HSA=-0.847.